Dataset: Catalyst prediction with 721,799 reactions and 888 catalyst types from USPTO. Task: Predict which catalyst facilitates the given reaction. (1) Reactant: Br[C:2]1[C:3]([NH:31][C@@H:32]2[CH2:36][CH2:35][N:34]([C:37]([O:39][C:40]([CH3:43])([CH3:42])[CH3:41])=[O:38])[CH2:33]2)=[N:4][C:5]([NH:11][C:12]2[CH:17]=[CH:16][C:15]([N:18]3[CH2:23][CH2:22][CH:21]([N:24]4[CH2:29][CH2:28][N:27]([CH3:30])[CH2:26][CH2:25]4)[CH2:20][CH2:19]3)=[CH:14][CH:13]=2)=[C:6]([C:8](=[O:10])[NH2:9])[N:7]=1.[N:44]1[CH:49]=[CH:48][C:47](B(O)O)=[CH:46][CH:45]=1.CN1CCCC1=O.C(=O)([O-])[O-].[Na+].[Na+]. Product: [C:8]([C:6]1[N:7]=[C:2]([C:47]2[CH:48]=[CH:49][N:44]=[CH:45][CH:46]=2)[C:3]([NH:31][C@@H:32]2[CH2:36][CH2:35][N:34]([C:37]([O:39][C:40]([CH3:43])([CH3:42])[CH3:41])=[O:38])[CH2:33]2)=[N:4][C:5]=1[NH:11][C:12]1[CH:17]=[CH:16][C:15]([N:18]2[CH2:23][CH2:22][CH:21]([N:24]3[CH2:29][CH2:28][N:27]([CH3:30])[CH2:26][CH2:25]3)[CH2:20][CH2:19]2)=[CH:14][CH:13]=1)(=[O:10])[NH2:9]. The catalyst class is: 69. (2) Reactant: [C:1]([Si:5]([O:8][CH2:9][CH2:10][O:11][C:12]1[CH:17]=[CH:16][C:15]([N+:18]([O-])=O)=[CH:14][C:13]=1[O:21][CH:22]([F:24])[F:23])([CH3:7])[CH3:6])([CH3:4])([CH3:3])[CH3:2].C([O-])=O.[NH4+]. Product: [Si:5]([O:8][CH2:9][CH2:10][O:11][C:12]1[CH:17]=[CH:16][C:15]([NH2:18])=[CH:14][C:13]=1[O:21][CH:22]([F:23])[F:24])([C:1]([CH3:4])([CH3:3])[CH3:2])([CH3:7])[CH3:6]. The catalyst class is: 29. (3) Reactant: [C:1]([C:5]1[N:6]=[C:7]([N:14]2C(=O)C3C(=CC=CC=3)C2=O)[S:8][C:9]=1[C:10]([F:13])([F:12])[F:11])(=[O:4])[CH2:2][CH3:3].O.NN. Product: [NH2:14][C:7]1[S:8][C:9]([C:10]([F:13])([F:11])[F:12])=[C:5]([C:1](=[O:4])[CH2:2][CH3:3])[N:6]=1. The catalyst class is: 10. (4) Reactant: [C:1]([NH:8][CH2:9][C@@H:10](C1CCCCC1)O)([O:3][C:4]([CH3:7])([CH3:6])[CH3:5])=[O:2].[C:31]1(P([C:31]2[CH:36]=[CH:35][CH:34]=[CH:33][CH:32]=2)[C:31]2[CH:36]=[CH:35][CH:34]=[CH:33][CH:32]=2)[CH:36]=[CH:35][CH:34]=[CH:33][CH:32]=1.N(C(OC(C)C)=O)=NC(OC(C)C)=O.[Br:51][C:52]1[CH:57]=[CH:56][CH:55]=[CH:54][C:53]=1[OH:58]. Product: [C:4]([O:3][C:1]([NH:8][C@H:9]([CH:31]1[CH2:32][CH2:33][CH2:34][CH2:35][CH2:36]1)[CH2:10][O:58][C:53]1[CH:54]=[CH:55][CH:56]=[CH:57][C:52]=1[Br:51])=[O:2])([CH3:7])([CH3:6])[CH3:5]. The catalyst class is: 11. (5) Reactant: C(OC(=O)[NH:7][CH:8]1[CH2:12][CH2:11][N:10]([CH:13]([C:20]2[CH:25]=[CH:24][CH:23]=[CH:22][CH:21]=2)[C:14]2[CH:19]=[CH:18][CH:17]=[CH:16][CH:15]=2)[C:9]1=[O:26])(C)(C)C.C(C(O)=O)(F)(F)F. Product: [NH2:7][CH:8]1[CH2:12][CH2:11][N:10]([CH:13]([C:14]2[CH:19]=[CH:18][CH:17]=[CH:16][CH:15]=2)[C:20]2[CH:25]=[CH:24][CH:23]=[CH:22][CH:21]=2)[C:9]1=[O:26]. The catalyst class is: 2. (6) Reactant: [C:1]([O:9][CH2:10][CH3:11])(=[O:8])[CH2:2][C:3]([O:5][CH2:6][CH3:7])=[O:4].[H-].[Na+].[C:14](=[S:16])=[S:15].[CH3:17][O:18][C:19]1[CH:26]=[CH:25][C:22]([CH2:23]Cl)=[CH:21][CH:20]=1. Product: [CH3:17][O:18][C:19]1[CH:26]=[CH:25][C:22]([CH2:23][S:15][C:14]([S:16][CH2:23][C:22]2[CH:25]=[CH:26][C:19]([O:18][CH3:17])=[CH:20][CH:21]=2)=[C:2]([C:3]([O:5][CH2:6][CH3:7])=[O:4])[C:1]([O:9][CH2:10][CH3:11])=[O:8])=[CH:21][CH:20]=1. The catalyst class is: 35.